From a dataset of Catalyst prediction with 721,799 reactions and 888 catalyst types from USPTO. Predict which catalyst facilitates the given reaction. Reactant: [Cl:1][C:2]1[CH:23]=[C:22]([Cl:24])[CH:21]=[CH:20][C:3]=1[CH2:4][N:5]1[C:9]([CH2:10][CH2:11][C:12]([OH:14])=O)=[CH:8][C:7]([O:15][CH2:16][CH2:17][O:18][CH3:19])=[N:6]1.[CH2:25]([S:30]([NH2:33])(=[O:32])=[O:31])[CH2:26][CH2:27][CH2:28][CH3:29].N12CCCN=C1CCCCC2. Product: [Cl:1][C:2]1[CH:23]=[C:22]([Cl:24])[CH:21]=[CH:20][C:3]=1[CH2:4][N:5]1[C:9]([CH2:10][CH2:11][C:12]([NH:33][S:30]([CH2:25][CH2:26][CH2:27][CH2:28][CH3:29])(=[O:32])=[O:31])=[O:14])=[CH:8][C:7]([O:15][CH2:16][CH2:17][O:18][CH3:19])=[N:6]1. The catalyst class is: 7.